From a dataset of Forward reaction prediction with 1.9M reactions from USPTO patents (1976-2016). Predict the product of the given reaction. (1) The product is: [Cl:1][C:2]1[CH:19]=[CH:18][CH:17]=[CH:16][C:3]=1[C:4]([NH:6][C:7]1[CH:8]=[CH:9][C:10]([C:11]([NH:37][CH2:38][CH:39]([OH:40])[C:41]2[CH:46]=[CH:45][CH:44]=[CH:43][CH:42]=2)=[O:13])=[CH:14][CH:15]=1)=[O:5]. Given the reactants [Cl:1][C:2]1[CH:19]=[CH:18][CH:17]=[CH:16][C:3]=1[C:4]([NH:6][C:7]1[CH:15]=[CH:14][C:10]([C:11]([OH:13])=O)=[CH:9][CH:8]=1)=[O:5].Cl.C(N=C=N)C.O.ON1C2C=CC=CC=2N=N1.[NH2:37][CH2:38][CH:39]([C:41]1[CH:46]=[CH:45][CH:44]=[CH:43][CH:42]=1)[OH:40].C(N(CC)CC)C, predict the reaction product. (2) Given the reactants [Br:1][C:2]1[CH:7]=[C:6]([C:8]([F:17])([C:13]([F:16])([F:15])[F:14])[C:9]([F:12])([F:11])[F:10])[CH:5]=[C:4]([O:18][CH:19]([F:21])[F:20])[C:3]=1[NH:22][C:23](=[O:25])[CH3:24].[CH3:26][O:27][C:28]1[C:36]([N:37]([CH3:46])[C:38]([C:40]2[CH:45]=[CH:44][N:43]=[CH:42][CH:41]=2)=[O:39])=[CH:35][CH:34]=[CH:33][C:29]=1[C:30](Cl)=[O:31], predict the reaction product. The product is: [C:23]([N:22]([C:3]1[C:4]([O:18][CH:19]([F:21])[F:20])=[CH:5][C:6]([C:8]([F:17])([C:9]([F:11])([F:10])[F:12])[C:13]([F:16])([F:14])[F:15])=[CH:7][C:2]=1[Br:1])[C:30]([C:29]1[C:28]([O:27][CH3:26])=[C:36]([N:37]([CH3:46])[C:38]([C:40]2[CH:45]=[CH:44][N:43]=[CH:42][CH:41]=2)=[O:39])[CH:35]=[CH:34][CH:33]=1)=[O:31])(=[O:25])[CH3:24]. (3) Given the reactants [CH2:1]([O:8][C:9]1[CH:18]=[C:17]2[C:12]([C:13](Cl)=[N:14][CH:15]=[N:16]2)=[CH:11][CH:10]=1)[C:2]1[CH:7]=[CH:6][CH:5]=[CH:4][CH:3]=1.[NH2:20][C:21]1[CH:22]=[C:23]([NH:28][C:29](=[O:41])[C:30]2[CH:35]=[CH:34][CH:33]=[C:32]([C:36]([C:39]#[N:40])([CH3:38])[CH3:37])[CH:31]=2)[CH:24]=[CH:25][C:26]=1[CH3:27], predict the reaction product. The product is: [CH2:1]([O:8][C:9]1[CH:18]=[C:17]2[C:12]([C:13]([NH:20][C:21]3[CH:22]=[C:23]([NH:28][C:29](=[O:41])[C:30]4[CH:35]=[CH:34][CH:33]=[C:32]([C:36]([C:39]#[N:40])([CH3:38])[CH3:37])[CH:31]=4)[CH:24]=[CH:25][C:26]=3[CH3:27])=[N:14][CH:15]=[N:16]2)=[CH:11][CH:10]=1)[C:2]1[CH:7]=[CH:6][CH:5]=[CH:4][CH:3]=1. (4) Given the reactants C([O:3][C:4](=[O:39])[C:5]([CH3:38])([O:7][C:8]1[CH:13]=[CH:12][C:11]([O:14][C:15]2[CH:20]=[CH:19][CH:18]=[C:17]([CH2:21][NH:22][C:23](=[O:36])[C:24]3[CH:29]=[CH:28][C:27]([O:30][C:31]([F:34])([F:33])[F:32])=[CH:26][C:25]=3[CH3:35])[CH:16]=2)=[CH:10][C:9]=1[CH3:37])[CH3:6])C.O.[OH-].[Li+].Cl, predict the reaction product. The product is: [CH3:38][C:5]([O:7][C:8]1[CH:13]=[CH:12][C:11]([O:14][C:15]2[CH:20]=[CH:19][CH:18]=[C:17]([CH2:21][NH:22][C:23](=[O:36])[C:24]3[CH:29]=[CH:28][C:27]([O:30][C:31]([F:32])([F:33])[F:34])=[CH:26][C:25]=3[CH3:35])[CH:16]=2)=[CH:10][C:9]=1[CH3:37])([CH3:6])[C:4]([OH:39])=[O:3]. (5) Given the reactants Cl.[F:2][C:3]1[CH:8]=[CH:7][C:6]([CH:9]([OH:23])[CH:10]([NH2:22])[CH2:11][C:12]2[CH:17]=[CH:16][C:15]([C:18]([F:21])([F:20])[F:19])=[CH:14][CH:13]=2)=[CH:5][CH:4]=1.[CH:24]1([C:30](Cl)=[O:31])[CH2:29][CH2:28][CH2:27][CH2:26][CH2:25]1.C(=O)([O-])O.[Na+], predict the reaction product. The product is: [F:2][C:3]1[CH:4]=[CH:5][C:6]([CH:9]([OH:23])[CH:10]([NH:22][C:30]([CH:24]2[CH2:29][CH2:28][CH2:27][CH2:26][CH2:25]2)=[O:31])[CH2:11][C:12]2[CH:17]=[CH:16][C:15]([C:18]([F:21])([F:20])[F:19])=[CH:14][CH:13]=2)=[CH:7][CH:8]=1. (6) The product is: [NH2:7][CH:6]([CH:10]([OH:9])[C:11]1[CH:12]=[CH:13][N:14]=[CH:15][CH:16]=1)[C:4]([N:3]([CH2:1][CH3:2])[CH3:17])=[O:5]. Given the reactants [CH2:1]([N:3]([CH3:17])[C:4]([CH:6]1[CH:10]([C:11]2[CH:16]=[CH:15][N:14]=[CH:13][CH:12]=2)[O:9]C=[N:7]1)=[O:5])[CH3:2].C(N(C)C([C@H]1[C@H](C2C=CN=CC=2)OC=N1)=O)C.Cl, predict the reaction product. (7) The product is: [CH3:16][C:17]1[CH:25]=[C:24]([CH:23]=[C:19]([CH3:20])[CH:18]=1)[CH:26]=[C:5]1[C:6]2[CH:14]=[CH:13][CH:12]=[CH:11][C:7]=2[CH2:8][CH2:9][C:10]2[S:1][CH:2]=[CH:3][C:4]1=2. Given the reactants [S:1]1[C:10]2[CH2:9][CH2:8][C:7]3[CH:11]=[CH:12][CH:13]=[CH:14][C:6]=3[C:5](=O)[C:4]=2[CH:3]=[CH:2]1.[CH3:16][C:17]1[CH:18]=[C:19]([CH:23]=[C:24]([CH3:26])[CH:25]=1)[CH2:20][Mg]Br, predict the reaction product. (8) Given the reactants [Br:1][C:2]1[CH:3]=[C:4]([CH:15]=[CH:16][CH:17]=1)[O:5][C:6]1[CH:14]=[CH:13][C:9]([C:10]([OH:12])=O)=[CH:8][CH:7]=1.[C:18](Cl)(=[O:22])[C:19](Cl)=O.C[N:25]([CH3:28])C=O.[OH2:29].C([N:32]([CH2:35][CH3:36])[CH2:33][CH3:34])C, predict the reaction product. The product is: [Br:1][C:2]1[CH:3]=[C:4]([CH:15]=[CH:16][CH:17]=1)[O:5][C:6]1[CH:7]=[CH:8][C:9]([C:10]([NH:25][C:28]2[CH:8]=[C:9]([CH:10]=[CH:36][C:35]=2[NH:32][CH:33]2[CH2:34][CH2:16][CH2:17][CH2:2][CH2:3]2)[C:13]([O:22][CH2:18][CH3:19])=[O:29])=[O:12])=[CH:13][CH:14]=1. (9) Given the reactants Br[C:2]1[C:6]2[N:7]=[C:8]([Cl:11])[N:9]=[CH:10][C:5]=2[N:4]([C:12]([C:25]2[CH:30]=[CH:29][CH:28]=[CH:27][CH:26]=2)([C:19]2[CH:24]=[CH:23][CH:22]=[CH:21][CH:20]=2)[C:13]2[CH:18]=[CH:17][CH:16]=[CH:15][CH:14]=2)[CH:3]=1.[Li]CCCC.CCCCCC.[Si:42]([O:49][CH:50]1[CH2:55][CH2:54][C:53](=[O:56])[CH2:52][CH2:51]1)([C:45]([CH3:48])([CH3:47])[CH3:46])([CH3:44])[CH3:43], predict the reaction product. The product is: [Si:42]([O:49][CH:50]1[CH2:55][CH2:54][C:53]([C:2]2[C:6]3[N:7]=[C:8]([Cl:11])[N:9]=[CH:10][C:5]=3[N:4]([C:12]([C:19]3[CH:24]=[CH:23][CH:22]=[CH:21][CH:20]=3)([C:13]3[CH:18]=[CH:17][CH:16]=[CH:15][CH:14]=3)[C:25]3[CH:30]=[CH:29][CH:28]=[CH:27][CH:26]=3)[CH:3]=2)([OH:56])[CH2:52][CH2:51]1)([C:45]([CH3:48])([CH3:47])[CH3:46])([CH3:44])[CH3:43]. (10) Given the reactants Cl[CH2:2][C:3]1[CH:8]=[CH:7][C:6]([N:9]2[CH:13]=[CH:12][CH:11]=[N:10]2)=[CH:5][CH:4]=1.[B:14]1([B:14]2[O:18][C:17]([CH3:20])([CH3:19])[C:16]([CH3:22])([CH3:21])[O:15]2)[O:18][C:17]([CH3:20])([CH3:19])[C:16]([CH3:22])([CH3:21])[O:15]1.C([O-])(=O)C.[K+], predict the reaction product. The product is: [CH3:21][C:16]1([CH3:22])[C:17]([CH3:20])([CH3:19])[O:18][B:14]([CH2:2][C:3]2[CH:8]=[CH:7][C:6]([N:9]3[CH:13]=[CH:12][CH:11]=[N:10]3)=[CH:5][CH:4]=2)[O:15]1.